From a dataset of NCI-60 drug combinations with 297,098 pairs across 59 cell lines. Regression. Given two drug SMILES strings and cell line genomic features, predict the synergy score measuring deviation from expected non-interaction effect. (1) Drug 2: CCC1(C2=C(COC1=O)C(=O)N3CC4=CC5=C(C=CC(=C5CN(C)C)O)N=C4C3=C2)O.Cl. Drug 1: C1=NC2=C(N=C(N=C2N1C3C(C(C(O3)CO)O)F)Cl)N. Synergy scores: CSS=36.4, Synergy_ZIP=2.22, Synergy_Bliss=5.13, Synergy_Loewe=-3.64, Synergy_HSA=3.75. Cell line: CAKI-1. (2) Drug 1: C1CC(CCC1OC2=C(C(=CC=C2)Cl)F)(CC3=NC(=CC=C3)NC4=NC=CS4)C(=O)O. Drug 2: B(C(CC(C)C)NC(=O)C(CC1=CC=CC=C1)NC(=O)C2=NC=CN=C2)(O)O. Cell line: NCIH23. Synergy scores: CSS=68.8, Synergy_ZIP=0.642, Synergy_Bliss=-0.0894, Synergy_Loewe=-3.24, Synergy_HSA=2.28.